This data is from TCR-epitope binding with 47,182 pairs between 192 epitopes and 23,139 TCRs. The task is: Binary Classification. Given a T-cell receptor sequence (or CDR3 region) and an epitope sequence, predict whether binding occurs between them. (1) The epitope is IIKDYGKQM. The TCR CDR3 sequence is CASSVDKGGTDAQYF. Result: 1 (the TCR binds to the epitope). (2) The epitope is LLDFVRFMGV. The TCR CDR3 sequence is CASTFGGPNSPLHF. Result: 0 (the TCR does not bind to the epitope).